Dataset: Reaction yield outcomes from USPTO patents with 853,638 reactions. Task: Predict the reaction yield, written as a fraction of the theoretical maximum amount of product (1.0 means a 100% yield; for example, 0.34 means a 34% yield). The reactants are [CH3:1][O:2][C:3](=[O:38])[NH:4][CH:5]([C:9]([N:11]1[CH:17]([C:18]2[NH:19][C:20]([C:23]3[CH:28]=[CH:27][C:26](B4OC(C)(C)C(C)(C)O4)=[CH:25][CH:24]=3)=[CH:21][N:22]=2)[CH2:16][C:13]2([CH2:15][CH2:14]2)[CH2:12]1)=[O:10])[CH:6]([CH3:8])[CH3:7].[C:39]([O:43][C:44]([N:46]1[CH:51]([C:52]2[NH:53][C:54]([C:57]3[CH:66]=[CH:65][C:64]4[C:59](=[CH:60][CH:61]=[C:62](Br)[CH:63]=4)[CH:58]=3)=[CH:55][N:56]=2)[CH:50]2[CH2:68][CH:47]1[CH2:48][CH2:49]2)=[O:45])([CH3:42])([CH3:41])[CH3:40].C([O-])([O-])=O.[K+].[K+]. The catalyst is COCCOC.CCOC(C)=O.C1C=CC([P]([Pd]([P](C2C=CC=CC=2)(C2C=CC=CC=2)C2C=CC=CC=2)([P](C2C=CC=CC=2)(C2C=CC=CC=2)C2C=CC=CC=2)[P](C2C=CC=CC=2)(C2C=CC=CC=2)C2C=CC=CC=2)(C2C=CC=CC=2)C2C=CC=CC=2)=CC=1. The product is [C:39]([O:43][C:44]([N:46]1[CH:51]([C:52]2[NH:53][C:54]([C:57]3[CH:66]=[CH:65][C:64]4[C:59](=[CH:60][CH:61]=[C:62]([C:26]5[CH:25]=[CH:24][C:23]([C:20]6[NH:19][C:18]([CH:17]7[CH2:16][C:13]8([CH2:14][CH2:15]8)[CH2:12][N:11]7[C:9](=[O:10])[CH:5]([NH:4][C:3]([O:2][CH3:1])=[O:38])[CH:6]([CH3:8])[CH3:7])=[N:22][CH:21]=6)=[CH:28][CH:27]=5)[CH:63]=4)[CH:58]=3)=[CH:55][N:56]=2)[CH:50]2[CH2:68][CH:47]1[CH2:48][CH2:49]2)=[O:45])([CH3:42])([CH3:41])[CH3:40]. The yield is 0.370.